From a dataset of NCI-60 drug combinations with 297,098 pairs across 59 cell lines. Regression. Given two drug SMILES strings and cell line genomic features, predict the synergy score measuring deviation from expected non-interaction effect. (1) Cell line: OVCAR-8. Drug 1: CC1CCC2CC(C(=CC=CC=CC(CC(C(=O)C(C(C(=CC(C(=O)CC(OC(=O)C3CCCCN3C(=O)C(=O)C1(O2)O)C(C)CC4CCC(C(C4)OC)O)C)C)O)OC)C)C)C)OC. Synergy scores: CSS=-0.327, Synergy_ZIP=-3.96, Synergy_Bliss=-4.96, Synergy_Loewe=-9.10, Synergy_HSA=-5.52. Drug 2: CC1=C(C(=CC=C1)Cl)NC(=O)C2=CN=C(S2)NC3=CC(=NC(=N3)C)N4CCN(CC4)CCO. (2) Drug 1: CC1=C(C=C(C=C1)NC2=NC=CC(=N2)N(C)C3=CC4=NN(C(=C4C=C3)C)C)S(=O)(=O)N.Cl. Synergy scores: CSS=54.9, Synergy_ZIP=0.125, Synergy_Bliss=-1.76, Synergy_Loewe=1.06, Synergy_HSA=1.85. Cell line: ACHN. Drug 2: COC1=C(C=C2C(=C1)N=CN=C2NC3=CC(=C(C=C3)F)Cl)OCCCN4CCOCC4. (3) Drug 1: C1CC(=O)NC(=O)C1N2CC3=C(C2=O)C=CC=C3N. Drug 2: CCCCCOC(=O)NC1=NC(=O)N(C=C1F)C2C(C(C(O2)C)O)O. Cell line: NCI-H522. Synergy scores: CSS=2.77, Synergy_ZIP=-2.30, Synergy_Bliss=-3.51, Synergy_Loewe=-2.47, Synergy_HSA=-2.48. (4) Cell line: UO-31. Drug 1: C1CC(=O)NC(=O)C1N2CC3=C(C2=O)C=CC=C3N. Drug 2: CN1C2=C(C=C(C=C2)N(CCCl)CCCl)N=C1CCCC(=O)O.Cl. Synergy scores: CSS=-0.489, Synergy_ZIP=-2.42, Synergy_Bliss=-6.24, Synergy_Loewe=-7.25, Synergy_HSA=-6.51. (5) Drug 1: CC1OCC2C(O1)C(C(C(O2)OC3C4COC(=O)C4C(C5=CC6=C(C=C35)OCO6)C7=CC(=C(C(=C7)OC)O)OC)O)O. Drug 2: CC1C(C(CC(O1)OC2CC(CC3=C2C(=C4C(=C3O)C(=O)C5=C(C4=O)C(=CC=C5)OC)O)(C(=O)CO)O)N)O.Cl. Cell line: M14. Synergy scores: CSS=62.0, Synergy_ZIP=-5.65, Synergy_Bliss=-3.93, Synergy_Loewe=-1.88, Synergy_HSA=0.453. (6) Drug 1: C1CCC(C(C1)N)N.C(=O)(C(=O)[O-])[O-].[Pt+4]. Drug 2: CC1C(C(CC(O1)OC2CC(CC3=C2C(=C4C(=C3O)C(=O)C5=C(C4=O)C(=CC=C5)OC)O)(C(=O)CO)O)N)O.Cl. Cell line: TK-10. Synergy scores: CSS=49.2, Synergy_ZIP=0.636, Synergy_Bliss=1.17, Synergy_Loewe=2.54, Synergy_HSA=4.18.